Predict which catalyst facilitates the given reaction. From a dataset of Catalyst prediction with 721,799 reactions and 888 catalyst types from USPTO. Reactant: [CH2:1]([Mg]Br)[CH:2]=[CH2:3].CC1[C@H]2C(C)(C)[C@H](C2)CC=1.C1COCC1.[CH3:21][O:22][CH:23]([O:37][CH3:38])[C@H:24]1[C@@H:29]([CH2:30][CH:31]=[O:32])[C:28]([CH3:33])=[CH:27][CH2:26][C@@H:25]1[CH:34]([CH3:36])[CH3:35]. Product: [CH3:38][O:37][CH:23]([O:22][CH3:21])[C@H:24]1[C@@H:29]([CH2:30][C@H:31]([OH:32])[CH2:3][CH:2]=[CH2:1])[C:28]([CH3:33])=[CH:27][CH2:26][C@@H:25]1[CH:34]([CH3:35])[CH3:36]. The catalyst class is: 28.